Dataset: Forward reaction prediction with 1.9M reactions from USPTO patents (1976-2016). Task: Predict the product of the given reaction. (1) Given the reactants C(OC(=O)[NH:7][C:8]1[CH:13]=[CH:12][C:11]([NH:14][C:15]2[S:16][C:17]([NH:23][C:24](=[O:35])[C:25]3[CH:30]=[CH:29][C:28]([NH:31][C:32](=[O:34])[CH3:33])=[CH:27][CH:26]=3)=[C:18]([C:20](=[O:22])[NH2:21])[N:19]=2)=[CH:10][CH:9]=1)(C)(C)C, predict the reaction product. The product is: [C:32]([NH:31][C:28]1[CH:29]=[CH:30][C:25]([C:24]([NH:23][C:17]2[S:16][C:15]([NH:14][C:11]3[CH:12]=[CH:13][C:8]([NH2:7])=[CH:9][CH:10]=3)=[N:19][C:18]=2[C:20]([NH2:21])=[O:22])=[O:35])=[CH:26][CH:27]=1)(=[O:34])[CH3:33]. (2) Given the reactants [N:1]1[C:10]2[C:5](=[N:6][CH:7]=[CH:8][CH:9]=2)[CH:4]=[CH:3][C:2]=1[CH2:11][C:12]([C:14]1[CH:19]=[CH:18][CH:17]=[CH:16][N:15]=1)=O.C(O)(=O)C.C[N:25]([CH3:28])C=O.CC([N:32](C)C)=O.O.NN, predict the reaction product. The product is: [N:15]1[CH:16]=[CH:17][CH:18]=[CH:19][C:14]=1[C:12]1[C:11]([C:2]2[CH:3]=[CH:4][C:5]3[C:10](=[CH:9][CH:8]=[CH:7][N:6]=3)[N:1]=2)=[CH:28][NH:25][N:32]=1. (3) Given the reactants [Cl:1][C:2]1[CH:3]=[C:4]([CH:12]=[CH:13][C:14]=1[Cl:15])[O:5][CH:6]1[CH2:11][CH2:10][NH:9][CH2:8][CH2:7]1.C(N(CC)CC)C.Br[CH2:24][CH2:25][CH2:26][NH:27][C:28](=[O:34])[O:29][C:30]([CH3:33])([CH3:32])[CH3:31], predict the reaction product. The product is: [Cl:1][C:2]1[CH:3]=[C:4]([CH:12]=[CH:13][C:14]=1[Cl:15])[O:5][CH:6]1[CH2:11][CH2:10][N:9]([CH2:24][CH2:25][CH2:26][NH:27][C:28](=[O:34])[O:29][C:30]([CH3:33])([CH3:32])[CH3:31])[CH2:8][CH2:7]1. (4) Given the reactants Cl[C:2]1[C:7]([C:8]([F:11])([F:10])[F:9])=[CH:6][CH:5]=[CH:4][N:3]=1.[CH3:12][C@@H:13]1[CH2:18][NH:17][CH2:16][CH2:15][NH:14]1.C([O-])([O-])=O.[K+].[K+].CO.C(Cl)(Cl)Cl, predict the reaction product. The product is: [CH3:12][CH:13]1[NH:14][CH2:15][CH2:16][N:17]([C:2]2[C:7]([C:8]([F:11])([F:10])[F:9])=[CH:6][CH:5]=[CH:4][N:3]=2)[CH2:18]1.